This data is from TCR-epitope binding with 47,182 pairs between 192 epitopes and 23,139 TCRs. The task is: Binary Classification. Given a T-cell receptor sequence (or CDR3 region) and an epitope sequence, predict whether binding occurs between them. (1) The epitope is GVAMPNLYK. The TCR CDR3 sequence is CASSLTGGNEQYF. Result: 0 (the TCR does not bind to the epitope). (2) The epitope is VLWAHGFEL. The TCR CDR3 sequence is CASGTGTGYTGELFF. Result: 1 (the TCR binds to the epitope). (3) The epitope is ARMILMTHF. The TCR CDR3 sequence is CASSPDWRSYEQYF. Result: 0 (the TCR does not bind to the epitope).